From a dataset of Full USPTO retrosynthesis dataset with 1.9M reactions from patents (1976-2016). Predict the reactants needed to synthesize the given product. (1) Given the product [Br:1][C:2]1[CH:7]=[C:6]([F:8])[CH:5]=[CH:4][C:3]=1[CH:9]1[C:14]([C:15]([O:17][CH2:18][CH3:19])=[O:16])=[C:13]([CH2:20][N:27]2[CH2:32][CH2:31][O:30][CH2:29][CH:28]2[C:33](=[O:34])[NH2:35])[NH:12][C:11]([C:22]2[S:23][CH:24]=[CH:25][N:26]=2)=[N:10]1, predict the reactants needed to synthesize it. The reactants are: [Br:1][C:2]1[CH:7]=[C:6]([F:8])[CH:5]=[CH:4][C:3]=1[CH:9]1[C:14]([C:15]([O:17][CH2:18][CH3:19])=[O:16])=[C:13]([CH2:20]Br)[NH:12][C:11]([C:22]2[S:23][CH:24]=[CH:25][N:26]=2)=[N:10]1.[NH:27]1[CH2:32][CH2:31][O:30][CH2:29][CH:28]1[C:33]([NH2:35])=[O:34].C(=O)([O-])[O-].[K+].[K+]. (2) The reactants are: [C:1]([C:5]1[CH:6]=[C:7]([CH3:11])[CH:8]=[CH:9][CH:10]=1)([CH3:4])([CH3:3])[CH3:2].S(=O)(=O)(O)O.[CH3:17][OH:18]. Given the product [CH3:17][O:18][CH2:11][C:7]1[CH:8]=[CH:9][CH:10]=[C:5]([C:1]([CH3:4])([CH3:3])[CH3:2])[CH:6]=1, predict the reactants needed to synthesize it.